This data is from Reaction yield outcomes from USPTO patents with 853,638 reactions. The task is: Predict the reaction yield, written as a fraction of the theoretical maximum amount of product (1.0 means a 100% yield; for example, 0.34 means a 34% yield). (1) The reactants are [F:1][C:2]1[CH:3]=[C:4]([N+:25]([O-])=O)[CH:5]=[C:6]2[C:11]=1[N:10]([CH2:12][CH2:13][N:14]([CH3:24])[C:15](=[O:23])[O:16][C:17]1[CH:22]=[CH:21][CH:20]=[CH:19][CH:18]=1)[CH2:9][CH2:8][CH2:7]2.[H][H]. The catalyst is [Pd]. The product is [NH2:25][C:4]1[CH:5]=[C:6]2[C:11](=[C:2]([F:1])[CH:3]=1)[N:10]([CH2:12][CH2:13][N:14]([CH3:24])[C:15](=[O:23])[O:16][C:17]1[CH:22]=[CH:21][CH:20]=[CH:19][CH:18]=1)[CH2:9][CH2:8][CH2:7]2. The yield is 0.870. (2) The reactants are [CH2:1]([O:3][C:4](=[O:28])[CH2:5][N:6]([S:15]([N:18]1[C:27]2[C:22](=[CH:23][CH:24]=[CH:25][CH:26]=2)[CH2:21][CH2:20][CH2:19]1)(=[O:17])=[O:16])[CH2:7][C:8]1[CH:13]=[CH:12][C:11]([OH:14])=[CH:10][CH:9]=1)[CH3:2].C[C:30]1[O:34][C:33]([C:35]2[S:36][CH:37]=[CH:38][CH:39]=2)=[N:32][C:31]=1[CH2:40][CH2:41]O.C1(P(C2C=CC=CC=2)C2C=CC=CC=2)C=CC=CC=1.N(C(OC(C)C)=O)=N[C:64](OC(C)C)=[O:65]. No catalyst specified. The product is [CH2:1]([O:3][C:4](=[O:28])[CH2:5][N:6]([S:15]([N:18]1[C:27]2[C:22](=[CH:23][CH:24]=[CH:25][CH:26]=2)[CH2:21][CH2:20][CH2:19]1)(=[O:17])=[O:16])[CH2:7][C:8]1[CH:9]=[CH:10][C:11]([O:14][CH2:41][CH2:40][C:31]2[N:32]=[C:33]([C:35]3[S:36][CH:37]=[CH:38][CH:39]=3)[O:34][C:30]=2[O:65][CH3:64])=[CH:12][CH:13]=1)[CH3:2]. The yield is 0.930. (3) The reactants are Br[C:2]1[N:3]=[CH:4][N:5]([CH3:7])[CH:6]=1.[F:8][C:9]1[CH:14]=[CH:13][C:12](B(O)O)=[CH:11][C:10]=1[CH3:18].C([O-])([O-])=O.[Na+].[Na+]. The catalyst is COCCOC.CCO.O.[Pd].C1(P(C2C=CC=CC=2)C2C=CC=CC=2)C=CC=CC=1.C1(P(C2C=CC=CC=2)C2C=CC=CC=2)C=CC=CC=1.C1(P(C2C=CC=CC=2)C2C=CC=CC=2)C=CC=CC=1.C1(P(C2C=CC=CC=2)C2C=CC=CC=2)C=CC=CC=1. The product is [F:8][C:9]1[CH:14]=[CH:13][C:12]([C:2]2[N:3]=[CH:4][N:5]([CH3:7])[CH:6]=2)=[CH:11][C:10]=1[CH3:18]. The yield is 0.510. (4) The reactants are [NH2:1][CH2:2][CH2:3][CH3:4].[CH:5]12[O:11][CH:8]([CH2:9][CH2:10]1)[CH:7]1[C:12]([O:14][C:15](=O)[CH:6]21)=[O:13].C(N(CC)CC)C. The catalyst is C1(C)C=CC=CC=1.CCOC(C)=O. The product is [CH2:2]([N:1]1[C:15](=[O:14])[CH:6]2[CH:7]([CH:8]3[O:11][CH:5]2[CH2:10][CH2:9]3)[C:12]1=[O:13])[CH2:3][CH3:4]. The yield is 0.800. (5) The reactants are [CH2:1]([N:3]([CH2:20][C:21]1[N:22]=[C:23]([C:27]2[CH:28]=[C:29]([CH:33]=[CH:34][CH:35]=2)[C:30]([OH:32])=O)[O:24][C:25]=1[CH3:26])[C:4]1[CH:9]=[CH:8][C:7]([C:10]([OH:19])([C:15]([F:18])([F:17])[F:16])[C:11]([F:14])([F:13])[F:12])=[CH:6][CH:5]=1)[CH3:2].Cl.CN.[CH3:39][N:40]1CCOCC1.CCN=C=NCCCN(C)C.C1C=CC2N(O)N=NC=2C=1.[NH4+].[Cl-]. The catalyst is CN(C=O)C.CCOCC. The product is [CH2:1]([N:3]([CH2:20][C:21]1[N:22]=[C:23]([C:27]2[CH:28]=[C:29]([CH:33]=[CH:34][CH:35]=2)[C:30]([NH:40][CH3:39])=[O:32])[O:24][C:25]=1[CH3:26])[C:4]1[CH:5]=[CH:6][C:7]([C:10]([OH:19])([C:11]([F:14])([F:12])[F:13])[C:15]([F:18])([F:16])[F:17])=[CH:8][CH:9]=1)[CH3:2]. The yield is 0.750. (6) The reactants are [CH3:1][O:2][C:3]([NH:5][C@H:6]([C:10]([N:12]1[C@@H:16]([CH3:17])[CH2:15][CH2:14][C@H:13]1[C:18]1[NH:22][C:21]2[C:23]3[C:28]([CH:29]=[CH:30][C:20]=2[N:19]=1)=[CH:27][C:26]1[C:31]2[C:36]([CH2:37][O:38][C:25]=1[CH:24]=3)=[CH:35][C:34]([C:39]1[NH:43][C:42]([C@@H:44]3[CH2:48][C@H:47]([CH2:49][O:50][CH3:51])[CH2:46][N:45]3[C:52]([O:54]C(C)(C)C)=O)=[N:41][CH:40]=1)=[CH:33][CH:32]=2)=[O:11])[CH:7]([CH3:9])[CH3:8])=[O:4].[CH3:59][O:60][C:61]([NH:63][C@H:64]([C:68]1[CH:73]=[CH:72][CH:71]=[CH:70][CH:69]=1)C(O)=O)=[O:62].CCOC(C(C#N)=NOC(N1CCOCC1)=[N+](C)C)=O.F[P-](F)(F)(F)(F)F.C(N(C(C)C)CC)(C)C. The catalyst is Cl.CCO. The product is [CH3:59][O:60][C:61]([NH:63][C@H:64]([C:68]1[CH:73]=[CH:72][CH:71]=[CH:70][CH:69]=1)[C:52]([N:45]1[CH2:46][C@@H:47]([CH2:49][O:50][CH3:51])[CH2:48][C@H:44]1[C:42]1[NH:43][C:39]([C:34]2[CH:35]=[C:36]3[CH2:37][O:38][C:25]4[CH:24]=[C:23]5[C:28]([CH:29]=[CH:30][C:20]6[N:19]=[C:18]([C@@H:13]7[CH2:14][CH2:15][C@H:16]([CH3:17])[N:12]7[C:10](=[O:11])[C@@H:6]([NH:5][C:3](=[O:4])[O:2][CH3:1])[CH:7]([CH3:9])[CH3:8])[NH:22][C:21]=65)=[CH:27][C:26]=4[C:31]3=[CH:32][CH:33]=2)=[CH:40][N:41]=1)=[O:54])=[O:62]. The yield is 0.390.